From a dataset of Catalyst prediction with 721,799 reactions and 888 catalyst types from USPTO. Predict which catalyst facilitates the given reaction. (1) Reactant: C([O:3][C:4](=[O:35])[C:5]1[CH:10]=[CH:9][C:8]([CH2:11][O:12][C:13]2[CH:18]=[CH:17][C:16]([CH:19]([CH3:33])[C:20]([OH:32])([C:25]3[CH:30]=[N:29][C:28]([CH3:31])=[CH:27][N:26]=3)[C:21]([F:24])([F:23])[F:22])=[C:15]([Cl:34])[CH:14]=2)=[CH:7][CH:6]=1)C.[Li+].[OH-].Cl. Product: [Cl:34][C:15]1[CH:14]=[C:13]([CH:18]=[CH:17][C:16]=1[CH:19]([CH3:33])[C:20]([OH:32])([C:25]1[CH:30]=[N:29][C:28]([CH3:31])=[CH:27][N:26]=1)[C:21]([F:24])([F:22])[F:23])[O:12][CH2:11][C:8]1[CH:9]=[CH:10][C:5]([C:4]([OH:35])=[O:3])=[CH:6][CH:7]=1. The catalyst class is: 83. (2) Reactant: [C:1]([O:5][C:6](=[O:26])[NH:7][C:8]1([CH2:22][CH2:23][CH2:24][OH:25])[CH2:13][CH2:12][CH:11]([O:14][Si:15]([C:18]([CH3:21])([CH3:20])[CH3:19])([CH3:17])[CH3:16])[CH2:10][CH2:9]1)([CH3:4])([CH3:3])[CH3:2].[H-].[Na+].I[CH3:30].CO. Product: [C:1]([O:5][C:6](=[O:26])[NH:7][C:8]1([CH2:22][CH2:23][CH2:24][O:25][CH3:30])[CH2:13][CH2:12][CH:11]([O:14][Si:15]([C:18]([CH3:19])([CH3:20])[CH3:21])([CH3:17])[CH3:16])[CH2:10][CH2:9]1)([CH3:4])([CH3:2])[CH3:3]. The catalyst class is: 1. (3) Reactant: Br[C:2]1[CH:3]=[C:4]2[C:9](=[N:10][CH:11]=1)[NH:8][CH2:7][CH2:6][CH:5]2[O:12][C:13]1[CH:18]=[CH:17][CH:16]=[C:15]([Cl:19])[CH:14]=1.[O:20]1[CH2:25][CH2:24][N:23]([C:26]2[CH:31]=[CH:30][C:29](B(O)O)=[CH:28][CH:27]=2)[CH2:22][CH2:21]1. Product: [Cl:19][C:15]1[CH:14]=[C:13]([CH:18]=[CH:17][CH:16]=1)[O:12][CH:5]1[C:4]2[C:9](=[N:10][CH:11]=[C:2]([C:29]3[CH:28]=[CH:27][C:26]([N:23]4[CH2:22][CH2:21][O:20][CH2:25][CH2:24]4)=[CH:31][CH:30]=3)[CH:3]=2)[NH:8][CH2:7][CH2:6]1. The catalyst class is: 175.